This data is from Forward reaction prediction with 1.9M reactions from USPTO patents (1976-2016). The task is: Predict the product of the given reaction. (1) Given the reactants C(O[C:5](=[O:7])[CH3:6])(=O)C.[I:8][C:9]1[CH:15]=[CH:14][C:12]([NH2:13])=[CH:11][CH:10]=1, predict the reaction product. The product is: [I:8][C:9]1[CH:15]=[CH:14][C:12]([NH:13][C:5](=[O:7])[CH3:6])=[CH:11][CH:10]=1. (2) Given the reactants CO.[F:3][C:4]1[CH:5]=[CH:6][C:7]([C@@H:10]2[CH2:14][N:13]([C:15]([O:17][C:18]([CH3:21])([CH3:20])[CH3:19])=[O:16])[CH2:12][C@H:11]2[C:22]([O:24]C)=[O:23])=[N:8][CH:9]=1.[OH-].[Na+], predict the reaction product. The product is: [C:18]([O:17][C:15]([N:13]1[CH2:14][C@@H:10]([C:7]2[CH:6]=[CH:5][C:4]([F:3])=[CH:9][N:8]=2)[C@H:11]([C:22]([OH:24])=[O:23])[CH2:12]1)=[O:16])([CH3:21])([CH3:19])[CH3:20]. (3) Given the reactants [CH2:1]([N:8]([C:10]1([C:13]2[CH:18]=[CH:17][C:16](Br)=[CH:15][CH:14]=2)[CH2:12][CH2:11]1)[CH3:9])[C:2]1[CH:7]=[CH:6][CH:5]=[CH:4][CH:3]=1.[CH3:20][Si:21]([C:24]#[CH:25])([CH3:23])[CH3:22], predict the reaction product. The product is: [CH2:1]([N:8]([C:10]1([C:13]2[CH:18]=[CH:17][C:16]([C:25]#[C:24][Si:21]([CH3:23])([CH3:22])[CH3:20])=[CH:15][CH:14]=2)[CH2:12][CH2:11]1)[CH3:9])[C:2]1[CH:7]=[CH:6][CH:5]=[CH:4][CH:3]=1. (4) The product is: [C:10]1([S:16]([CH2:19][C@@H:20]([C@@H:28]2[C@:36]3([CH3:37])[C@H:31]([C@@H:32]([O:38][Si:39]([C:42]([CH3:45])([CH3:44])[CH3:43])([CH3:40])[CH3:41])[CH2:33][CH2:34][CH2:35]3)[CH2:30][CH2:29]2)[CH2:21][CH2:22][CH2:23][C:24]([CH3:27])([O:26][Si:2]([CH3:9])([CH3:8])[CH3:1])[CH3:25])(=[O:18])=[O:17])[CH:15]=[CH:14][CH:13]=[CH:12][CH:11]=1. Given the reactants [CH3:1][Si:2]([CH3:9])([CH3:8])N1C=CN=C1.[C:10]1([S:16]([CH2:19][C@@H:20]([C@@H:28]2[C@:36]3([CH3:37])[C@H:31]([C@@H:32]([O:38][Si:39]([C:42]([CH3:45])([CH3:44])[CH3:43])([CH3:41])[CH3:40])[CH2:33][CH2:34][CH2:35]3)[CH2:30][CH2:29]2)[CH2:21][CH2:22][CH2:23][C:24]([CH3:27])([OH:26])[CH3:25])(=[O:18])=[O:17])[CH:15]=[CH:14][CH:13]=[CH:12][CH:11]=1, predict the reaction product. (5) The product is: [CH3:16][O:17][C:18]1[CH:19]=[C:20]([C:26]2([CH2:31][NH:32][C:7]([C:6]3[CH:5]=[C:4]([C:10]4[CH:15]=[CH:14][CH:13]=[CH:12][CH:11]=4)[O:3][C:2]=3[CH3:1])=[O:9])[CH2:27][CH2:28][CH2:29][CH2:30]2)[CH:21]=[CH:22][C:23]=1[O:24][CH3:25]. Given the reactants [CH3:1][C:2]1[O:3][C:4]([C:10]2[CH:15]=[CH:14][CH:13]=[CH:12][CH:11]=2)=[CH:5][C:6]=1[C:7]([OH:9])=O.[CH3:16][O:17][C:18]1[CH:19]=[C:20]([C:26]2([CH2:31][NH2:32])[CH2:30][CH2:29][CH2:28][CH2:27]2)[CH:21]=[CH:22][C:23]=1[O:24][CH3:25].C(N(CC)CC)C.F[P-](F)(F)(F)(F)F.N1(OC(N(C)C)=[N+](C)C)C2N=CC=CC=2N=N1, predict the reaction product. (6) Given the reactants [F:1][C:2]1[CH:10]=[CH:9][C:5]([C:6]([OH:8])=[O:7])=[C:4]([CH3:11])[CH:3]=1.[C:12](=O)([O-])[O-].[Cs+].[Cs+].IC, predict the reaction product. The product is: [F:1][C:2]1[CH:10]=[CH:9][C:5]([C:6]([O:8][CH3:12])=[O:7])=[C:4]([CH3:11])[CH:3]=1. (7) Given the reactants C[O:2][C:3]1[C:8]([CH2:9][C:10]2[CH:15]=[CH:14][C:13]([O:16][CH3:17])=[CH:12][CH:11]=2)=[CH:7][CH:6]=[CH:5][N:4]=1.B(Cl)(Cl)Cl.O, predict the reaction product. The product is: [CH3:17][O:16][C:13]1[CH:12]=[CH:11][C:10]([CH2:9][C:8]2[C:3](=[O:2])[NH:4][CH:5]=[CH:6][CH:7]=2)=[CH:15][CH:14]=1. (8) Given the reactants [OH-].[Li+].C[O:4][C:5](=[O:30])[CH2:6][C:7]1[C:8]2[CH:15]=[CH:14][CH:13]=[C:12]([O:16][CH2:17][C:18]3[CH:22]=[C:21]([C:23]4[CH:28]=[CH:27][C:26]([Cl:29])=[CH:25][CH:24]=4)[O:20][N:19]=3)[C:9]=2[S:10][CH:11]=1.Cl, predict the reaction product. The product is: [Cl:29][C:26]1[CH:27]=[CH:28][C:23]([C:21]2[O:20][N:19]=[C:18]([CH2:17][O:16][C:12]3[C:9]4[S:10][CH:11]=[C:7]([CH2:6][C:5]([OH:30])=[O:4])[C:8]=4[CH:15]=[CH:14][CH:13]=3)[CH:22]=2)=[CH:24][CH:25]=1. (9) Given the reactants [C:1]([C:3]1[CH:8]=[CH:7][CH:6]=[CH:5][C:4]=1B(O)O)#[N:2].Br[C:13]1[CH:18]=[CH:17][C:16]([C:19]2[O:20][C:21]([CH3:32])=[C:22]([CH2:24][CH2:25][N:26]3[CH2:30][CH2:29][CH2:28][C@H:27]3[CH3:31])[N:23]=2)=[CH:15][CH:14]=1, predict the reaction product. The product is: [CH3:32][C:21]1[O:20][C:19]([C:16]2[CH:17]=[CH:18][C:13]([C:4]3[C:3]([C:1]#[N:2])=[CH:8][CH:7]=[CH:6][CH:5]=3)=[CH:14][CH:15]=2)=[N:23][C:22]=1[CH2:24][CH2:25][N:26]1[CH2:30][CH2:29][CH2:28][C@H:27]1[CH3:31].